This data is from Full USPTO retrosynthesis dataset with 1.9M reactions from patents (1976-2016). The task is: Predict the reactants needed to synthesize the given product. (1) Given the product [Br:21][CH2:13][C:4]1[C:3]([C:1]#[N:2])=[CH:12][CH:11]=[CH:10][C:5]=1[C:6]([O:8][CH3:9])=[O:7], predict the reactants needed to synthesize it. The reactants are: [C:1]([C:3]1[C:4]([CH3:13])=[C:5]([CH:10]=[CH:11][CH:12]=1)[C:6]([O:8][CH3:9])=[O:7])#[N:2].C1C(=O)N([Br:21])C(=O)C1. (2) Given the product [Br:1][C:2]1[CH:3]=[C:4]2[C:9]([NH:16][CH3:15])=[C:8]([C:11]([NH2:13])=[O:12])[CH:7]=[N:6][N:5]2[CH:14]=1, predict the reactants needed to synthesize it. The reactants are: [Br:1][C:2]1[CH:3]=[C:4]2[C:9](Cl)=[C:8]([C:11]([NH2:13])=[O:12])[CH:7]=[N:6][N:5]2[CH:14]=1.[CH3:15][NH2:16].